From a dataset of Reaction yield outcomes from USPTO patents with 853,638 reactions. Predict the reaction yield, written as a fraction of the theoretical maximum amount of product (1.0 means a 100% yield; for example, 0.34 means a 34% yield). (1) The product is [Br:1][C:2]1[C:13](=[O:14])[N:12]([CH2:16][C:17]2[C:22]([F:23])=[CH:21][CH:20]=[CH:19][C:18]=2[CH:24]2[CH2:25][CH2:26]2)[C:5]2[N:6]=[C:7]([S:10][CH3:11])[N:8]=[CH:9][C:4]=2[CH:3]=1. The reactants are [Br:1][C:2]1[C:13](=[O:14])[NH:12][C:5]2[N:6]=[C:7]([S:10][CH3:11])[N:8]=[CH:9][C:4]=2[CH:3]=1.Cl[CH2:16][C:17]1[C:22]([F:23])=[CH:21][CH:20]=[CH:19][C:18]=1[CH:24]1[CH2:26][CH2:25]1. The catalyst is CN(C)C=O. The yield is 0.540. (2) The reactants are [CH2:1]([O:8][C:9]1[CH:24]=[CH:23][C:12]([O:13][C:14]2[CH:19]=[CH:18][C:17]([N+:20]([O-])=O)=[CH:16][CH:15]=2)=[CH:11][CH:10]=1)[C:2]1[CH:7]=[CH:6][CH:5]=[CH:4][CH:3]=1.Cl. The catalyst is C(O)C.[Fe]. The product is [CH2:1]([O:8][C:9]1[CH:24]=[CH:23][C:12]([O:13][C:14]2[CH:15]=[CH:16][C:17]([NH2:20])=[CH:18][CH:19]=2)=[CH:11][CH:10]=1)[C:2]1[CH:3]=[CH:4][CH:5]=[CH:6][CH:7]=1. The yield is 0.760. (3) The reactants are [NH2:1][CH2:2][CH2:3][CH2:4][CH2:5][CH2:6][CH2:7][OH:8].C([O-])([O-])=O.[K+].[K+].[CH3:15][O:16][C:17](Cl)=[O:18]. The catalyst is O. The product is [CH3:15][O:16][C:17]([NH:1][CH2:2][CH2:3][CH2:4][CH2:5][CH2:6][CH2:7][OH:8])=[O:18]. The yield is 0.910. (4) The reactants are [O:1]=[C:2]([CH3:8])[C:3]([O:5][CH2:6][CH3:7])=[O:4].[CH2:9]([Si](C)(C)C)[CH:10]=C.Cl[CH2:17]Cl. The catalyst is [Ti](Cl)(Cl)(Cl)Cl. The product is [OH:1][C:2]([CH3:17])([CH2:8][CH:9]=[CH2:10])[C:3]([O:5][CH2:6][CH3:7])=[O:4]. The yield is 0.587.